The task is: Predict the product of the given reaction.. This data is from Forward reaction prediction with 1.9M reactions from USPTO patents (1976-2016). (1) Given the reactants C(O[C:5](=[O:7])C)(=O)C.C(O)=O.[CH2:11]1[C:17]2[CH:18]=[CH:19][CH:20]=[CH:21][C:16]=2[CH2:15][CH2:14][NH:13][CH2:12]1, predict the reaction product. The product is: [CH2:15]1[C:16]2[CH:21]=[CH:20][CH:19]=[CH:18][C:17]=2[CH2:11][CH2:12][N:13]([CH:5]=[O:7])[CH2:14]1. (2) The product is: [C:25]([O:24][C:22](=[O:23])[NH:13][CH2:12][C:11]1[CH:14]=[CH:15][N:16]=[C:9]([C:6]2[CH:5]=[CH:4][C:3]([C:2]([F:17])([F:1])[F:18])=[CH:8][CH:7]=2)[CH:10]=1)([CH3:28])([CH3:27])[CH3:26]. Given the reactants [F:1][C:2]([F:18])([F:17])[C:3]1[CH:8]=[CH:7][C:6]([C:9]2[CH:10]=[C:11]([CH:14]=[CH:15][N:16]=2)[C:12]#[N:13])=[CH:5][CH:4]=1.Cl.[H][H].[C:22](O[C:22]([O:24][C:25]([CH3:28])([CH3:27])[CH3:26])=[O:23])([O:24][C:25]([CH3:28])([CH3:27])[CH3:26])=[O:23].C(N(CC)CC)C, predict the reaction product. (3) Given the reactants [Cl:1][C:2]1[CH:3]=[CH:4][C:5]2[O:10][CH:9]([C:11]([N:13]3[CH2:18][CH2:17][C:16]([CH2:21][C:22]4[CH:27]=[CH:26][C:25]([F:28])=[CH:24][CH:23]=4)([C:19]#[N:20])[CH2:15][CH2:14]3)=[O:12])[CH2:8][NH:7][C:6]=2[CH:29]=1.C([O-])([O-])=O.[K+].[K+].[CH3:36][N:37](C=O)C, predict the reaction product. The product is: [Cl:1][C:2]1[CH:3]=[CH:4][C:5]2[O:10][CH:9]([C:11]([N:13]3[CH2:18][CH2:17][C:16]([C:19]#[N:20])([CH2:21][C:22]4[CH:23]=[CH:24][C:25]([F:28])=[CH:26][CH:27]=4)[CH2:15][CH2:14]3)=[O:12])[CH2:8][N:7]([C:36]#[N:37])[C:6]=2[CH:29]=1. (4) Given the reactants [C:1]([C:5]1[CH:10]=[CH:9][C:8]([NH:11][C:12]2[S:13][CH2:14][C:15](=[O:17])[N:16]=2)=[CH:7][CH:6]=1)([CH3:4])([CH3:3])[CH3:2].[CH3:18][C:19]1[CH:26]=[CH:25][C:22]([CH:23]=O)=[CH:21][CH:20]=1.C([O-])(=O)C.[Na+], predict the reaction product. The product is: [C:1]([C:5]1[CH:6]=[CH:7][C:8]([NH:11][C:12]2[S:13][C:14](=[CH:18][C:19]3[CH:26]=[CH:25][C:22]([CH3:23])=[CH:21][CH:20]=3)[C:15](=[O:17])[N:16]=2)=[CH:9][CH:10]=1)([CH3:4])([CH3:2])[CH3:3]. (5) Given the reactants [CH2:1]([NH:8][CH2:9][C:10]([OH:12])=[O:11])[C:2]1[CH:7]=[CH:6][CH:5]=[CH:4][CH:3]=1.[ClH:13].[CH3:14]O, predict the reaction product. The product is: [ClH:13].[CH2:1]([NH:8][CH2:9][C:10]([O:12][CH3:14])=[O:11])[C:2]1[CH:7]=[CH:6][CH:5]=[CH:4][CH:3]=1. (6) Given the reactants [NH2:1][C:2]1[S:10][C:5]2[CH2:6][S:7][CH2:8][CH2:9][C:4]=2[C:3]=1[C:11]([O:13]CC)=[O:12], predict the reaction product. The product is: [NH2:1][C:2]1[S:10][C:5]2[CH2:6][S:7][CH2:8][CH2:9][C:4]=2[C:3]=1[C:11]([OH:13])=[O:12].